From a dataset of Catalyst prediction with 721,799 reactions and 888 catalyst types from USPTO. Predict which catalyst facilitates the given reaction. (1) Reactant: [CH3:1][N:2]([S:22]([C:25]1[S:26][CH:27]=[CH:28][CH:29]=1)(=[O:24])=[O:23])[C:3]1[CH:4]=[CH:5][CH:6]=[C:7]2[C:11]=1[NH:10][C:9]([C:12]1[S:13][C:14]([CH2:17][CH2:18][C:19]([OH:21])=O)=[CH:15][N:16]=1)=[CH:8]2.N1(O)C2C=CC=CC=2N=N1.Cl.CN(C)CCCN=C=NCC.[NH:52]1[CH2:57][CH2:56][O:55][CH2:54][CH2:53]1. Product: [CH3:1][N:2]([C:3]1[CH:4]=[CH:5][CH:6]=[C:7]2[C:11]=1[NH:10][C:9]([C:12]1[S:13][C:14]([CH2:17][CH2:18][C:19]([N:52]3[CH2:57][CH2:56][O:55][CH2:54][CH2:53]3)=[O:21])=[CH:15][N:16]=1)=[CH:8]2)[S:22]([C:25]1[S:26][CH:27]=[CH:28][CH:29]=1)(=[O:23])=[O:24]. The catalyst class is: 145. (2) Reactant: [C:1]([O:5][C:6]([NH:8][C@H:9]1[CH2:14][CH2:13][CH2:12][CH2:11][C@@H:10]1[OH:15])=[O:7])([CH3:4])([CH3:3])[CH3:2].[CH3:16][S:17](Cl)(=[O:19])=[O:18].C(OCC)C. Product: [C:1]([O:5][C:6]([NH:8][C@H:9]1[CH2:14][CH2:13][CH2:12][CH2:11][C@@H:10]1[O:15][S:17]([CH3:16])(=[O:19])=[O:18])=[O:7])([CH3:4])([CH3:2])[CH3:3]. The catalyst class is: 17. (3) Reactant: [CH3:1]/[C:2](=[CH:12]\[S:13][C:14]1[CH:19]=[CH:18][CH:17]=[CH:16][CH:15]=1)/[C:3]([NH:5][C:6]1[CH:11]=[CH:10][CH:9]=[CH:8][CH:7]=1)=O.S(Cl)(Cl)=O.CN(C=O)C. The catalyst class is: 11. Product: [CH3:1][C:2](=[CH:12][S:13][C:14]1[CH:19]=[CH:18][CH:17]=[CH:16][CH:15]=1)[C:3]([S:13][CH2:14][CH2:15][CH2:16][CH2:17][CH2:18][CH3:19])=[N:5][C:6]1[CH:11]=[CH:10][CH:9]=[CH:8][CH:7]=1. (4) Reactant: [Br:1][C:2]1[CH:7]=[CH:6][C:5]([NH:8][C:9]2[CH:14]=[CH:13][C:12]([C:15]([C:17]3[CH:22]=[CH:21][CH:20]=[CH:19][C:18]=3[CH3:23])=[O:16])=[C:11]([Cl:24])[CH:10]=2)=[C:4]([CH2:25][O:26][CH2:27][CH2:28]O)[CH:3]=1.[NH:30]1[C:35](=[O:36])[CH2:34][O:33][CH2:32][C:31]1=[O:37].C1(P(C2C=CC=CC=2)C2C=CC=CC=2)C=CC=CC=1.N(C(OCC)=O)=NC(OCC)=O. Product: [Br:1][C:2]1[CH:7]=[CH:6][C:5]([NH:8][C:9]2[CH:14]=[CH:13][C:12]([C:15]([C:17]3[CH:22]=[CH:21][CH:20]=[CH:19][C:18]=3[CH3:23])=[O:16])=[C:11]([Cl:24])[CH:10]=2)=[C:4]([CH:3]=1)[CH2:25][O:26][CH2:27][CH2:28][N:30]1[C:35](=[O:36])[CH2:34][O:33][CH2:32][C:31]1=[O:37]. The catalyst class is: 1. (5) Reactant: Br.[NH2:2][C:3]1[S:4][C:5]([CH2:15][CH2:16]Br)=[C:6]([C:8]2[CH:13]=[CH:12][C:11]([F:14])=[CH:10][CH:9]=2)[N:7]=1.Cl.[F:19][C:20]1[CH:34]=[CH:33][C:23]2[C:24]([CH:27]3[CH2:32][CH2:31][NH:30][CH2:29][CH2:28]3)=[CH:25][O:26][C:22]=2[CH:21]=1.C(N(C(C)C)CC)(C)C.CO. Product: [NH2:2][C:3]1[S:4][C:5]([CH2:15][CH2:16][N:30]2[CH2:31][CH2:32][CH:27]([C:24]3[C:23]4[CH:33]=[CH:34][C:20]([F:19])=[CH:21][C:22]=4[O:26][CH:25]=3)[CH2:28][CH2:29]2)=[C:6]([C:8]2[CH:13]=[CH:12][C:11]([F:14])=[CH:10][CH:9]=2)[N:7]=1. The catalyst class is: 6. (6) Reactant: [C:1](/[C:4](=[CH:23]\[C:24](\[CH3:39])=[CH:25]\[CH:26]([CH3:38])[CH2:27][CH:28]([CH3:37])[CH2:29][CH:30]([CH3:36])[CH2:31][CH:32]([CH3:35])[CH2:33][CH3:34])/[CH2:5][CH:6]([CH3:22])[C:7]([O:9][CH:10]1[C:14](=[O:15])[O:13][CH:12]([C:16]([OH:18])=[O:17])[CH:11]1[C:19]([OH:21])=[O:20])=[O:8])([OH:3])=[O:2].C1C[O:43]CC1.C(=O)([O-])[O-].[Na+].[Na+]. Product: [C:1](/[C:4](=[CH:23]\[C:24](\[CH3:39])=[CH:25]\[CH:26]([CH3:38])[CH2:27][CH:28]([CH3:37])[CH2:29][CH:30]([CH3:36])[CH2:31][CH:32]([CH3:35])[CH2:33][CH3:34])/[CH2:5][CH:6]([CH3:22])[C:7]([O:9][CH:10]([C:14]([OH:43])=[O:15])[CH:11]([C:19]([OH:21])=[O:20])[CH:12]([OH:13])[C:16]([OH:18])=[O:17])=[O:8])([OH:3])=[O:2]. The catalyst class is: 6. (7) Reactant: [NH2:1][C@H:2]([CH2:5][C:6]1[C:14]2[C:9](=[CH:10][CH:11]=[CH:12][CH:13]=2)[NH:8][CH:7]=1)[CH2:3][OH:4].CS([C:19]1[N:24]=[C:23]([C:25]2[CH:34]=[CH:33][C:32]3[C:27](=[CH:28][CH:29]=[CH:30][CH:31]=3)[CH:26]=2)[CH:22]=[CH:21][N:20]=1)(=O)=O.C(N(C(C)C)CC)(C)C.O. Product: [NH:8]1[C:9]2[C:14](=[CH:13][CH:12]=[CH:11][CH:10]=2)[C:6]([CH2:5][C@@H:2]([NH:1][C:19]2[N:24]=[C:23]([C:25]3[CH:34]=[CH:33][C:32]4[C:27](=[CH:28][CH:29]=[CH:30][CH:31]=4)[CH:26]=3)[CH:22]=[CH:21][N:20]=2)[CH2:3][OH:4])=[CH:7]1. The catalyst class is: 60. (8) Reactant: [N+:1]([O-:4])(O)=[O:2].[F:5][C:6]1[CH:7]=[C:8]([OH:13])[CH:9]=[CH:10][C:11]=1[CH3:12]. Product: [F:5][C:6]1[C:11]([CH3:12])=[CH:10][C:9]([N+:1]([O-:4])=[O:2])=[C:8]([OH:13])[CH:7]=1. The catalyst class is: 4. (9) Reactant: O[CH:2]1[CH2:11][CH2:10][CH2:9][C:8]2[CH:7]=[C:6]([O:12][S:13]([C:16]([F:19])([F:18])[F:17])(=[O:15])=[O:14])[CH:5]=[CH:4][C:3]1=2.C1C=CC(P([N:34]=[N+:35]=[N-:36])(C2C=CC=CC=2)=O)=CC=1.C1CCN2C(=NCCC2)CC1. Product: [N:34]([C@@H:2]1[CH2:11][CH2:10][CH2:9][C:8]2[CH:7]=[C:6]([O:12][S:13]([C:16]([F:19])([F:18])[F:17])(=[O:15])=[O:14])[CH:5]=[CH:4][C:3]1=2)=[N+:35]=[N-:36]. The catalyst class is: 1. (10) Reactant: [CH2:1]1[CH2:5]O[CH2:3][CH2:2]1.[CH:6]1N=CN(C(N2C=[N:16][CH:15]=[CH:14]2)=O)[CH:7]=1.[ClH:18].N[CH2:20][CH2:21][C:22]1[C:30]2[C:25](=[CH:26][CH:27]=[CH:28][CH:29]=2)N[CH:23]=1.CCN(C(C)C)[CH:34]([CH3:36])[CH3:35]. Product: [CH3:3][C:2]1[CH:36]=[CH:34][C:35]([CH:15]([NH2:16])[C:14]2[CH:29]=[CH:30][CH:22]=[CH:21][CH:20]=2)=[CH:5][CH:1]=1.[CH2:21]=[CH:22][C:30]1[CH:25]=[CH:26][CH:27]=[CH:28][CH:29]=1.[CH2:6]=[CH:7][C:27]1[CH:28]=[CH:29][C:30]([CH:22]=[CH2:23])=[CH:25][CH:26]=1.[ClH:18]. The catalyst class is: 3.